Dataset: Catalyst prediction with 721,799 reactions and 888 catalyst types from USPTO. Task: Predict which catalyst facilitates the given reaction. Reactant: [N+](C1C=CC(C([O:10][C@@H:11]2[CH2:16][C@H:15]([CH2:17][O:18][CH2:19][C:20]3[CH:25]=[CH:24][CH:23]=[CH:22][CH:21]=3)[C@@H:14]([O:26][CH2:27][C:28]3[CH:33]=[CH:32][CH:31]=[CH:30][CH:29]=3)[C@H:13]([O:34][CH2:35][C:36]3[CH:41]=[CH:40][CH:39]=[CH:38][CH:37]=3)[C@H:12]2[NH:42]C(OC(C)(C)C)=O)=O)=CC=1)([O-])=O.C([O-])([O-])=O.[K+].[K+]. Product: [NH2:42][C@@H:12]1[C@@H:13]([O:34][CH2:35][C:36]2[CH:37]=[CH:38][CH:39]=[CH:40][CH:41]=2)[C@H:14]([O:26][CH2:27][C:28]2[CH:29]=[CH:30][CH:31]=[CH:32][CH:33]=2)[C@@H:15]([CH2:17][O:18][CH2:19][C:20]2[CH:25]=[CH:24][CH:23]=[CH:22][CH:21]=2)[CH2:16][C@H:11]1[OH:10]. The catalyst class is: 191.